From a dataset of Catalyst prediction with 721,799 reactions and 888 catalyst types from USPTO. Predict which catalyst facilitates the given reaction. (1) Reactant: C(OC(=O)[NH:7][CH:8]1[CH2:13][CH2:12][CH:11]([NH:14][C@@H:15]2[CH2:17][C@H:16]2[C:18]2[CH:23]=[CH:22][CH:21]=[CH:20][CH:19]=2)[CH2:10][CH2:9]1)(C)(C)C.[ClH:25]. Product: [ClH:25].[ClH:25].[C:18]1([C@@H:16]2[CH2:17][C@H:15]2[NH:14][C@H:11]2[CH2:10][CH2:9][C@H:8]([NH2:7])[CH2:13][CH2:12]2)[CH:19]=[CH:20][CH:21]=[CH:22][CH:23]=1. The catalyst class is: 12. (2) Reactant: [NH2:1][C:2]1[N:6](C(OC(C)(C)C)=O)[N:5]=[C:4]([CH2:14][CH2:15][C:16]2[CH:24]=[CH:23][C:19]3[O:20][CH2:21][O:22][C:18]=3[CH:17]=2)[CH:3]=1.[CH3:25][N:26]1[CH2:31][CH2:30][N:29]([C:32]2[CH:40]=[CH:39][C:35]([C:36](Cl)=[O:37])=[CH:34][CH:33]=2)[CH2:28][CH2:27]1.FC(F)(F)C(O)=O. The catalyst class is: 17. Product: [O:20]1[C:19]2[CH:23]=[CH:24][C:16]([CH2:15][CH2:14][C:4]3[CH:3]=[C:2]([NH:1][C:36](=[O:37])[C:35]4[CH:34]=[CH:33][C:32]([N:29]5[CH2:28][CH2:27][N:26]([CH3:25])[CH2:31][CH2:30]5)=[CH:40][CH:39]=4)[NH:6][N:5]=3)=[CH:17][C:18]=2[O:22][CH2:21]1. (3) Reactant: [Cl:1][C:2]1[CH:3]=[C:4]([N:9]=[C:10]=[O:11])[CH:5]=[CH:6][C:7]=1[Cl:8].[OH:12][C:13]1[CH:18]=[CH:17][C:16]([CH:19]([NH:24][CH2:25][CH:26]=[CH2:27])[C:20](OC)=[O:21])=[CH:15][CH:14]=1. Product: [Cl:1][C:2]1[CH:3]=[C:4]([N:9]2[C:20](=[O:21])[CH:19]([C:16]3[CH:17]=[CH:18][C:13]([OH:12])=[CH:14][CH:15]=3)[N:24]([CH2:25][CH:26]=[CH2:27])[C:10]2=[O:11])[CH:5]=[CH:6][C:7]=1[Cl:8]. The catalyst class is: 1. (4) The catalyst class is: 5. Product: [ClH:33].[CH2:1]1[C:6]2[C:7]3[CH:13]=[CH:12][C:11]([N:14]4[CH:19]=[CH:18][C:17]([O:20][CH2:21][C:22]5[N:23]=[N:24][C:25]([C:28]([F:30])([F:29])[F:31])=[CH:26][CH:27]=5)=[CH:16][C:15]4=[O:32])=[CH:10][C:8]=3[O:9][C:5]=2[CH2:4][CH2:3][NH:2]1. Reactant: [CH2:1]1[C:6]2[C:7]3[CH:13]=[CH:12][C:11]([N:14]4[CH:19]=[CH:18][C:17]([O:20][CH2:21][C:22]5[N:23]=[N:24][C:25]([C:28]([F:31])([F:30])[F:29])=[CH:26][CH:27]=5)=[CH:16][C:15]4=[O:32])=[CH:10][C:8]=3[O:9][C:5]=2[CH2:4][CH2:3][NH:2]1.[ClH:33].CCOCC. (5) Reactant: [O:1]1[C:5]2[CH:6]=[CH:7][C:8]([C:10]3[S:18][C:17]4[C:16](=[O:19])[N:15]([CH:20]5[CH2:25][CH2:24][N:23](C(OC(C)(C)C)=O)[CH2:22][CH2:21]5)[C:14](=[O:33])[N:13]([CH2:34][C:35]5[N:36]=[N:37][N:38]([CH2:40][CH3:41])[N:39]=5)[C:12]=4[CH:11]=3)=[CH:9][C:4]=2[O:3][CH2:2]1.[ClH:42]. Product: [ClH:42].[O:1]1[C:5]2[CH:6]=[CH:7][C:8]([C:10]3[S:18][C:17]4[C:16](=[O:19])[N:15]([CH:20]5[CH2:21][CH2:22][NH:23][CH2:24][CH2:25]5)[C:14](=[O:33])[N:13]([CH2:34][C:35]5[N:36]=[N:37][N:38]([CH2:40][CH3:41])[N:39]=5)[C:12]=4[CH:11]=3)=[CH:9][C:4]=2[O:3][CH2:2]1. The catalyst class is: 12. (6) Reactant: [F:1][C:2]1[CH:3]=[C:4]([CH:10]=[CH:11][C:12]=1[C:13]([F:16])([F:15])[F:14])[C:5]([N:7]=[C:8]=[O:9])=O.[Cl:17][C:18]1[CH:23]=[CH:22][C:21]([CH2:24][NH:25][C:26](=[O:31])[C:27]([CH3:30])([CH3:29])[CH3:28])=[CH:20][C:19]=1[NH:32][NH:33]C(OC(C)(C)C)=O.FC(F)(F)C(O)=O. Product: [Cl:17][C:18]1[CH:23]=[CH:22][C:21]([CH2:24][NH:25][C:26](=[O:31])[C:27]([CH3:30])([CH3:29])[CH3:28])=[CH:20][C:19]=1[N:32]1[C:8](=[O:9])[NH:7][C:5]([C:4]2[CH:10]=[CH:11][C:12]([C:13]([F:16])([F:15])[F:14])=[C:2]([F:1])[CH:3]=2)=[N:33]1. The catalyst class is: 2. (7) Reactant: [F:1][C:2]1[CH:18]=[CH:17][C:5]([C:6]([N:8]2[CH2:13][CH2:12][CH2:11][C@H:10]([C:14]([NH2:16])=[O:15])[CH2:9]2)=[O:7])=[CH:4][CH:3]=1.Br.Br[CH2:21][C:22]([C:24]1[CH:29]=[CH:28][C:27]([F:30])=[CH:26][N:25]=1)=O.C(OCC)(=O)C. Product: [F:1][C:2]1[CH:3]=[CH:4][C:5]([C:6]([N:8]2[CH2:13][CH2:12][CH2:11][C@H:10]([C:14]3[O:15][CH:21]=[C:22]([C:24]4[CH:29]=[CH:28][C:27]([F:30])=[CH:26][N:25]=4)[N:16]=3)[CH2:9]2)=[O:7])=[CH:17][CH:18]=1. The catalyst class is: 60. (8) Reactant: [F:1][C:2]1([F:15])[O:6][C:5]2[CH:7]=[CH:8][C:9]([NH:11][CH2:12][C:13]#[CH:14])=[CH:10][C:4]=2[O:3]1.[C:16]([N:19]=[C:20]=[S:21])(=[O:18])[CH3:17]. Product: [F:15][C:2]1([F:1])[O:6][C:5]2[CH:7]=[CH:8][C:9]([N:11]3[CH2:12][C:13](=[CH2:14])[S:21]/[C:20]/3=[N:19]\[C:16](=[O:18])[CH3:17])=[CH:10][C:4]=2[O:3]1. The catalyst class is: 1.